From a dataset of CYP2D6 inhibition data for predicting drug metabolism from PubChem BioAssay. Regression/Classification. Given a drug SMILES string, predict its absorption, distribution, metabolism, or excretion properties. Task type varies by dataset: regression for continuous measurements (e.g., permeability, clearance, half-life) or binary classification for categorical outcomes (e.g., BBB penetration, CYP inhibition). Dataset: cyp2d6_veith. The molecule is Cc1c(C(=O)Nc2ccc(OCc3ccccc3)cc2)cccc1[N+](=O)[O-]. The result is 0 (non-inhibitor).